Dataset: Peptide-MHC class I binding affinity with 185,985 pairs from IEDB/IMGT. Task: Regression. Given a peptide amino acid sequence and an MHC pseudo amino acid sequence, predict their binding affinity value. This is MHC class I binding data. (1) The peptide sequence is YSDPLALREF. The MHC is HLA-B53:01 with pseudo-sequence HLA-B53:01. The binding affinity (normalized) is 0.371. (2) The peptide sequence is NAISSRVDRY. The MHC is HLA-A03:01 with pseudo-sequence HLA-A03:01. The binding affinity (normalized) is 0.0147. (3) The peptide sequence is SHSIPNGLL. The MHC is HLA-A01:01 with pseudo-sequence HLA-A01:01. The binding affinity (normalized) is 0.0847. (4) The peptide sequence is IFKNKETVYY. The MHC is Mamu-B17 with pseudo-sequence Mamu-B17. The binding affinity (normalized) is 0. (5) The peptide sequence is QMAPVSAMVR. The MHC is HLA-A31:01 with pseudo-sequence HLA-A31:01. The binding affinity (normalized) is 0.360. (6) The binding affinity (normalized) is 0.0847. The peptide sequence is LPSSSSYSY. The MHC is HLA-B27:03 with pseudo-sequence HLA-B27:03. (7) The peptide sequence is LSNFGAPSY. The MHC is HLA-A29:02 with pseudo-sequence HLA-A29:02. The binding affinity (normalized) is 0.757. (8) The peptide sequence is RQMKSGGRF. The MHC is HLA-A30:01 with pseudo-sequence HLA-A30:01. The binding affinity (normalized) is 0.0847.